From a dataset of Forward reaction prediction with 1.9M reactions from USPTO patents (1976-2016). Predict the product of the given reaction. (1) Given the reactants Cl.[NH2:2][OH:3].[OH-:4].[K+].[CH:6]1([NH:9][C:10](=[O:42])[C:11]([C:35]2[CH:40]=[CH:39][C:38]([F:41])=[CH:37][CH:36]=2)=[CH:12][C:13]2[CH:18]=[CH:17][C:16]([CH:19]=[CH:20][C:21]([NH:23][CH2:24][C:25]3[CH:26]=[C:27]([CH:32]=[CH:33][CH:34]=3)C(OC)=O)=[O:22])=[CH:15][CH:14]=2)[CH2:8][CH2:7]1.[CH3:43]O, predict the reaction product. The product is: [CH:6]1([NH:9][C:10](=[O:42])/[C:11](/[C:35]2[CH:40]=[CH:39][C:38]([F:41])=[CH:37][CH:36]=2)=[CH:12]/[C:13]2[CH:14]=[CH:15][C:16]([CH:19]=[CH:20][C:21]([NH:23][CH2:24][C:25]3[CH:26]=[CH:27][C:32]([C:43]([NH:2][OH:3])=[O:4])=[CH:33][CH:34]=3)=[O:22])=[CH:17][CH:18]=2)[CH2:7][CH2:8]1. (2) Given the reactants [N:1]1([C:19]([O:21][CH2:22][CH:23]2[C:35]3[CH:34]=[CH:33][CH:32]=[CH:31][C:30]=3[C:29]3[C:24]2=[CH:25][CH:26]=[CH:27][CH:28]=3)=[O:20])[C@H:5]([C:6]([O:8]CC2C=CC=CC=2)=[O:7])[CH2:4][C@@H:3]2[CH2:16][CH2:17][CH2:18][C@H:2]12.C1CCCCC=1, predict the reaction product. The product is: [CH:34]1[C:35]2[CH:23]([CH2:22][O:21][C:19]([N:1]3[C@H:5]([C:6]([OH:8])=[O:7])[CH2:4][C@@H:3]4[CH2:16][CH2:17][CH2:18][C@H:2]34)=[O:20])[C:24]3[C:29](=[CH:28][CH:27]=[CH:26][CH:25]=3)[C:30]=2[CH:31]=[CH:32][CH:33]=1.